From a dataset of Forward reaction prediction with 1.9M reactions from USPTO patents (1976-2016). Predict the product of the given reaction. Given the reactants [OH-:1].[K+].[O:3]1[CH2:8][CH2:7][C:6](=[O:9])[CH2:5][CH2:4]1.[OH-].[K+].[CH3:12]O.[O:14]1C=CC=C[C:15]1=O.II, predict the reaction product. The product is: [CH3:12][O:9][C:6]1([O:14][CH3:15])[CH2:7][CH2:8][O:3][CH2:4][CH:5]1[OH:1].